From a dataset of Full USPTO retrosynthesis dataset with 1.9M reactions from patents (1976-2016). Predict the reactants needed to synthesize the given product. (1) Given the product [F:1][C:2]1[CH:7]=[CH:6][C:5]([C:8]2[CH2:12][C:11]([C:17]3[CH:22]=[C:21]([Cl:23])[C:20]([Cl:24])=[C:19]([Cl:25])[CH:18]=3)([C:13]([F:16])([F:14])[F:15])[O:10][N:9]=2)=[CH:4][C:3]=1[CH2:26][NH:27][C:31]([CH:28]1[CH2:30][CH2:29]1)=[O:32], predict the reactants needed to synthesize it. The reactants are: [F:1][C:2]1[CH:7]=[CH:6][C:5]([C:8]2[CH2:12][C:11]([C:17]3[CH:22]=[C:21]([Cl:23])[C:20]([Cl:24])=[C:19]([Cl:25])[CH:18]=3)([C:13]([F:16])([F:15])[F:14])[O:10][N:9]=2)=[CH:4][C:3]=1[CH2:26][NH2:27].[CH:28]1([C:31](Cl)=[O:32])[CH2:30][CH2:29]1. (2) Given the product [Cl-:43].[CH3:1][C:2]1[CH:7]=[C:6]([CH3:8])[NH:5][C:4](=[O:9])[C:3]=1[CH2:10][NH:11][C:12]([C:14]1[CH:15]=[C:16]([C:30]2[CH:35]=[CH:34][C:33]([CH2:36][NH+:37]3[CH2:38][CH2:39][O:40][CH2:41][CH2:42]3)=[CH:32][CH:31]=2)[CH:17]=[C:18]([N:21]([CH2:28][CH3:29])[CH:22]2[CH2:23][CH2:24][O:25][CH2:26][CH2:27]2)[C:19]=1[CH3:20])=[O:13], predict the reactants needed to synthesize it. The reactants are: [CH3:1][C:2]1[CH:7]=[C:6]([CH3:8])[NH:5][C:4](=[O:9])[C:3]=1[CH2:10][NH:11][C:12]([C:14]1[CH:15]=[C:16]([C:30]2[CH:35]=[CH:34][C:33]([CH2:36][N:37]3[CH2:42][CH2:41][O:40][CH2:39][CH2:38]3)=[CH:32][CH:31]=2)[CH:17]=[C:18]([N:21]([CH2:28][CH3:29])[CH:22]2[CH2:27][CH2:26][O:25][CH2:24][CH2:23]2)[C:19]=1[CH3:20])=[O:13].[ClH:43].